This data is from Full USPTO retrosynthesis dataset with 1.9M reactions from patents (1976-2016). The task is: Predict the reactants needed to synthesize the given product. (1) The reactants are: [CH:1]1([C:4]2[CH:9]=[C:8]([CH2:10][OH:11])[C:7]([O:12][CH2:13][O:14][CH3:15])=[CH:6][C:5]=2[C:16]2[CH:21]=[CH:20][C:19]([F:22])=[CH:18][CH:17]=2)[CH2:3][CH2:2]1.C(N(CC)CC)C.CS(C)=O.O. Given the product [CH:1]1([C:4]2[CH:9]=[C:8]([CH:10]=[O:11])[C:7]([O:12][CH2:13][O:14][CH3:15])=[CH:6][C:5]=2[C:16]2[CH:21]=[CH:20][C:19]([F:22])=[CH:18][CH:17]=2)[CH2:3][CH2:2]1, predict the reactants needed to synthesize it. (2) Given the product [NH2:15][C:11]1([C:8]2[CH:9]=[CH:10][C:5]([C:3]3[N:29]=[C:30]4[CH:35]=[N:34][C:33]([C:36]([O:38][CH2:39][CH3:40])=[O:37])=[CH:32][N:31]4[C:2]=3[C:23]3[CH:24]=[CH:25][CH:26]=[CH:27][CH:28]=3)=[CH:6][CH:7]=2)[CH2:14][CH2:13][CH2:12]1, predict the reactants needed to synthesize it. The reactants are: Br[CH:2]([C:23]1[CH:28]=[CH:27][CH:26]=[CH:25][CH:24]=1)[C:3]([C:5]1[CH:10]=[CH:9][C:8]([C:11]2([NH:15]C(=O)OC(C)(C)C)[CH2:14][CH2:13][CH2:12]2)=[CH:7][CH:6]=1)=O.[NH2:29][C:30]1[N:31]=[CH:32][C:33]([C:36]([O:38][CH2:39][CH3:40])=[O:37])=[N:34][CH:35]=1. (3) Given the product [CH3:15][O:14][N:13]=[C:11]1[CH2:10][C@@H:9]([C:16]2[O:18][N:41]=[C:36]([CH:37]([OH:40])[CH2:38][CH3:39])[N:35]=2)[N:8]([C:6]([C:31]2[CH:30]=[CH:29][C:28]([C:19]3[CH:20]=[CH:21][CH:22]=[CH:23][CH:24]=3)=[CH:33][CH:32]=2)=[O:7])[CH2:12]1, predict the reactants needed to synthesize it. The reactants are: C(O[C:6]([N:8]1[CH2:12][C:11](=[N:13][O:14][CH3:15])[CH2:10][C@H:9]1[C:16]([OH:18])=O)=[O:7])(C)(C)C.[C:19]1([C:28]2[CH:33]=[CH:32][CH:31]=[CH:30][CH:29]=2)[CH:24]=[CH:23][C:22](C(Cl)=O)=[CH:21][CH:20]=1.O[N:35]=[C:36]([NH2:41])[CH:37]([OH:40])[CH2:38][CH3:39].NC(=NO)C1CCN(C(OC(C)(C)C)=O)CC1. (4) Given the product [Cl:12][C:13]1[CH:18]=[CH:17][C:16]([C:2]2[S:6][C:5]([CH:7]=[CH:8][C:9]([OH:11])=[O:10])=[CH:4][CH:3]=2)=[CH:15][CH:14]=1, predict the reactants needed to synthesize it. The reactants are: Br[C:2]1[S:6][C:5]([CH:7]=[CH:8][C:9]([OH:11])=[O:10])=[CH:4][CH:3]=1.[Cl:12][C:13]1[CH:18]=[CH:17][C:16](B(O)O)=[CH:15][CH:14]=1.C(=O)([O-])[O-].[Na+].[Na+]. (5) Given the product [C:16]([O:15][C:13]([N:3]1[CH2:4][CH2:5][C@H:6]2[C@:2]1([C:8]([OH:10])=[O:9])[CH2:7]2)=[O:14])([CH3:19])([CH3:18])[CH3:17], predict the reactants needed to synthesize it. The reactants are: Cl.[C@:2]12([C:8]([O:10]CC)=[O:9])[CH2:7][C@H:6]1[CH2:5][CH2:4][NH:3]2.[C:13](O[C:13]([O:15][C:16]([CH3:19])([CH3:18])[CH3:17])=[O:14])([O:15][C:16]([CH3:19])([CH3:18])[CH3:17])=[O:14].C(N(CC)CC)C.O. (6) Given the product [F:11][C:12]1[CH:13]=[CH:14][C:15]([N:18]2[CH2:19][CH2:20][N:21]([C:24]([CH3:28])([CH3:27])[CH:25]=[O:26])[CH2:22][CH2:23]2)=[CH:16][CH:17]=1, predict the reactants needed to synthesize it. The reactants are: C(Cl)(=O)C(Cl)=O.CS(C)=O.[F:11][C:12]1[CH:17]=[CH:16][C:15]([N:18]2[CH2:23][CH2:22][N:21]([C:24]([CH3:28])([CH3:27])[CH2:25][OH:26])[CH2:20][CH2:19]2)=[CH:14][CH:13]=1.C(N(CC)CC)C. (7) Given the product [CH:1]([O:4][C:5]([N:7]1[CH2:13][CH2:12][CH2:11][CH:10]([N:14]([C:30](=[O:32])[CH3:31])[CH2:15][C:16]2[CH:21]=[C:20]([C:22]([F:25])([F:24])[F:23])[CH:19]=[C:18]([C:26]([F:29])([F:28])[F:27])[CH:17]=2)[C:9]2[CH:33]=[C:34]([CH3:39])[C:35]([CH3:37])=[CH:36][C:8]1=2)=[O:6])([CH3:3])[CH3:2], predict the reactants needed to synthesize it. The reactants are: [CH:1]([O:4][C:5]([N:7]1[CH2:13][CH2:12][CH2:11][CH:10]([N:14]([C:30](=[O:32])[CH3:31])[CH2:15][C:16]2[CH:21]=[C:20]([C:22]([F:25])([F:24])[F:23])[CH:19]=[C:18]([C:26]([F:29])([F:28])[F:27])[CH:17]=2)[C:9]2[CH:33]=[C:34](Br)[C:35]([CH3:37])=[CH:36][C:8]1=2)=[O:6])([CH3:3])[CH3:2].[CH3:39]B(O)O.C1(P(C2CCCCC2)C2C=CC=CC=2C2C(OC)=CC=CC=2OC)CCCCC1.O.P([O-])([O-])([O-])=O.[K+].[K+].[K+]. (8) Given the product [CH3:18][O:17][C:15]1[CH:16]=[C:11]([C:10]2[C:9]3[CH:21]=[CH:22][CH:23]=[CH:24][C:8]=3[S:7](=[O:26])(=[O:25])[N:6]([C:27]3[CH:32]=[CH:31][CH:30]=[CH:29][C:28]=3[C:33]([F:36])([F:34])[F:35])[C:5]=2[C:3]([OH:4])=[O:2])[CH:12]=[C:13]([O:19][CH3:20])[CH:14]=1, predict the reactants needed to synthesize it. The reactants are: C[O:2][C:3]([C:5]1[N:6]([C:27]2[CH:32]=[CH:31][CH:30]=[CH:29][C:28]=2[C:33]([F:36])([F:35])[F:34])[S:7](=[O:26])(=[O:25])[C:8]2[CH:24]=[CH:23][CH:22]=[CH:21][C:9]=2[C:10]=1[C:11]1[CH:16]=[C:15]([O:17][CH3:18])[CH:14]=[C:13]([O:19][CH3:20])[CH:12]=1)=[O:4].O.[OH-].[Li+]. (9) Given the product [F:1][C:2]1[CH:29]=[CH:28][CH:27]=[C:26]([F:30])[C:3]=1[CH2:4][O:5][C:6]1[CH:7]=[CH:8][C:9]([CH3:25])=[C:10]([N:12]2[CH2:21][C:20]3[C:15](=[CH:16][C:17]([CH2:22][O:23][CH3:36])=[CH:18][CH:19]=3)[NH:14][C:13]2=[O:24])[CH:11]=1, predict the reactants needed to synthesize it. The reactants are: [F:1][C:2]1[CH:29]=[CH:28][CH:27]=[C:26]([F:30])[C:3]=1[CH2:4][O:5][C:6]1[CH:7]=[CH:8][C:9]([CH3:25])=[C:10]([N:12]2[CH2:21][C:20]3[C:15](=[CH:16][C:17]([CH2:22][OH:23])=[CH:18][CH:19]=3)[NH:14][C:13]2=[O:24])[CH:11]=1.S(=O)(=O)(O)O.[CH3:36]O. (10) Given the product [Cl:1][C:2]1[CH:10]=[C:9]([CH:11]([O:13][CH2:14][C:15]2([C:28]3[CH:33]=[CH:32][CH:31]=[CH:30][CH:29]=3)[CH2:20][CH2:19][NH:18][CH2:17][CH2:16]2)[CH3:12])[C:8]2[C:4](=[CH:5][N:6]([CH3:36])[N:7]=2)[CH:3]=1, predict the reactants needed to synthesize it. The reactants are: [Cl:1][C:2]1[CH:3]=[C:4]2[C:8](=[C:9]([CH:11]([O:13][CH2:14][C:15]3([C:28]4[CH:33]=[CH:32][CH:31]=[CH:30][CH:29]=4)[CH2:20][CH2:19][N:18](C(OC(C)(C)C)=O)[CH2:17][CH2:16]3)[CH3:12])[CH:10]=1)[N:7](C)[N:6]=[CH:5]2.F[C:36](F)(F)C(O)=O.C(Cl)Cl.